Dataset: Forward reaction prediction with 1.9M reactions from USPTO patents (1976-2016). Task: Predict the product of the given reaction. (1) Given the reactants [Cl:1][C:2]1[CH:7]=[C:6]([Cl:8])[CH:5]=[CH:4][C:3]=1[S:9]([NH:12][CH2:13][C:14]([N:16]1[CH2:21][CH2:20][NH:19][CH2:18][C@@H:17]1[CH3:22])=[O:15])(=[O:11])=[O:10].C(Cl)CCl.C1C=C2C(N(O)N=NC2=CC=1)=O.[S:39]1[C:43]2[CH:44]=[CH:45][CH:46]=[CH:47][C:42]=2[CH:41]=[C:40]1[C:48]([NH:50][C@H:51]([C:56](O)=[O:57])[CH2:52][CH:53]([CH3:55])[CH3:54])=[O:49].CN1CCOCC1.C([O-])(O)=O.[Na+].Cl, predict the reaction product. The product is: [Cl:1][C:2]1[CH:7]=[C:6]([Cl:8])[CH:5]=[CH:4][C:3]=1[S:9]([NH:12][CH2:13][C:14]([N:16]1[CH2:21][CH2:20][N:19]([C:56]([C@@H:51]([NH:50][C:48]([C:40]2[S:39][C:43]3[CH:44]=[CH:45][CH:46]=[CH:47][C:42]=3[CH:41]=2)=[O:49])[CH2:52][CH:53]([CH3:55])[CH3:54])=[O:57])[CH2:18][C@@H:17]1[CH3:22])=[O:15])(=[O:11])=[O:10]. (2) Given the reactants [B-](F)(F)(F)F.CCOC(C(C#N)=NOC(N(C)C)=[N+](C)C)=O.[F:23][C:24]1[CH:29]=[CH:28][CH:27]=[CH:26][C:25]=1[N:30]1[C:34]([O:35][C:36]([N:38]2[CH2:42][CH2:41][CH2:40][CH2:39]2)=[O:37])=[CH:33][C:32]([C:43]([OH:45])=O)=[N:31]1.[NH2:46][C@H:47]([C:52]1[CH:57]=[CH:56][CH:55]=[CH:54][C:53]=1[CH3:58])[CH2:48][C:49]([OH:51])=[O:50], predict the reaction product. The product is: [C:49]([CH2:48][C@H:47]([NH:46][C:43]([C:32]1[CH:33]=[C:34]([O:35][C:36]([N:38]2[CH2:42][CH2:41][CH2:40][CH2:39]2)=[O:37])[N:30]([C:25]2[CH:26]=[CH:27][CH:28]=[CH:29][C:24]=2[F:23])[N:31]=1)=[O:45])[C:52]1[CH:57]=[CH:56][CH:55]=[CH:54][C:53]=1[CH3:58])([OH:51])=[O:50]. (3) Given the reactants [Cl:1][C:2]1[CH:3]=[C:4]([CH:21]=[C:22]([C:24]([F:27])([F:26])[F:25])[CH:23]=1)[C:5]([N:7]([CH2:9][C@H:10]([C:14]1[CH:19]=[CH:18][C:17]([F:20])=[CH:16][CH:15]=1)[CH2:11][CH:12]=O)[CH3:8])=[O:6].Cl.[NH:29]1[CH2:32][CH:31]([N:33]2[CH2:38][CH2:37][O:36][CH2:35][CH2:34]2)[CH2:30]1.C(N(CC)CC)C.C(O[BH-](OC(=O)C)OC(=O)C)(=O)C.[Na+], predict the reaction product. The product is: [Cl:1][C:2]1[CH:3]=[C:4]([CH:21]=[C:22]([C:24]([F:27])([F:25])[F:26])[CH:23]=1)[C:5]([N:7]([CH2:9][C@H:10]([C:14]1[CH:15]=[CH:16][C:17]([F:20])=[CH:18][CH:19]=1)[CH2:11][CH2:12][N:29]1[CH2:32][CH:31]([N:33]2[CH2:38][CH2:37][O:36][CH2:35][CH2:34]2)[CH2:30]1)[CH3:8])=[O:6]. (4) Given the reactants C(OC([N:8]1[CH2:13][CH2:12][N:11](C(OC(C)(C)C)=O)[CH2:10][C@@H:9]1[CH2:21][C@@H:22]([OH:24])[CH3:23])=O)(C)(C)C.C(OC(N1CCN(C(OC(C)(C)C)=O)C[C@@H]1C[C@H](O)C)=O)(C)(C)C.FC(F)(F)C(O)=O, predict the reaction product. The product is: [OH:24][C@H:22]([CH3:23])[CH2:21][C@H:9]1[CH2:10][NH:11][CH2:12][CH2:13][NH:8]1. (5) Given the reactants C[O:2][C:3](=O)[CH2:4][C:5]1[CH:10]=[CH:9][C:8]([Br:11])=[CH:7][C:6]=1[Cl:12].[Cl-].[Ca+2].[Cl-].[BH4-].[Na+].Cl, predict the reaction product. The product is: [Br:11][C:8]1[CH:9]=[CH:10][C:5]([CH2:4][CH2:3][OH:2])=[C:6]([Cl:12])[CH:7]=1. (6) Given the reactants [Cl-].[Ce+3].[Cl-].[Cl-].[C:5]1([Mg]Br)[CH:10]=[CH:9][CH:8]=[CH:7][CH:6]=1.[CH2:13]([C@@:20]12[CH2:33]/[C:32](=[CH:34]\[C:35]3[CH:40]=[CH:39][CH:38]=[CH:37][CH:36]=3)/[C:31](=[O:41])[CH2:30][C@H:29]1[CH2:28][CH2:27][C:26]1[CH:25]=[C:24]([C:42]([OH:44])=[O:43])[CH:23]=[CH:22][C:21]2=1)[C:14]1[CH:19]=[CH:18][CH:17]=[CH:16][CH:15]=1.C([Mg]Br)C1C=CC=CC=1, predict the reaction product. The product is: [CH2:13]([C@@:20]12[CH2:33]/[C:32](=[CH:34]\[C:35]3[CH:40]=[CH:39][CH:38]=[CH:37][CH:36]=3)/[C@:31]([OH:41])([C:5]3[CH:10]=[CH:9][CH:8]=[CH:7][CH:6]=3)[CH2:30][C@H:29]1[CH2:28][CH2:27][C:26]1[CH:25]=[C:24]([C:42]([OH:44])=[O:43])[CH:23]=[CH:22][C:21]2=1)[C:14]1[CH:19]=[CH:18][CH:17]=[CH:16][CH:15]=1. (7) Given the reactants [Cl:1][C:2]1[CH:3]=[CH:4][C:5]2[N:11]3[C:12]([CH2:15][C:16]([CH3:19])([CH3:18])[CH3:17])=[N:13][N:14]=[C:10]3[C@@H:9]([CH2:20][CH2:21][OH:22])[O:8][C@H:7]([C:23]3[CH:28]=[CH:27][CH:26]=[C:25]([O:29][CH3:30])[C:24]=3[O:31][CH3:32])[C:6]=2[CH:33]=1.C(N(CC)CC)C.[CH3:41][S:42](Cl)(=[O:44])=[O:43].C(=O)(O)[O-].[Na+], predict the reaction product. The product is: [CH3:41][S:42]([O:22][CH2:21][CH2:20][C@H:9]1[O:8][C@H:7]([C:23]2[CH:28]=[CH:27][CH:26]=[C:25]([O:29][CH3:30])[C:24]=2[O:31][CH3:32])[C:6]2[CH:33]=[C:2]([Cl:1])[CH:3]=[CH:4][C:5]=2[N:11]2[C:12]([CH2:15][C:16]([CH3:17])([CH3:18])[CH3:19])=[N:13][N:14]=[C:10]12)(=[O:44])=[O:43].